This data is from Retrosynthesis with 50K atom-mapped reactions and 10 reaction types from USPTO. The task is: Predict the reactants needed to synthesize the given product. (1) Given the product CC(C)(C)OC(=O)N1CCC[C@H](Nc2ncc(C#N)c3sc(-c4ccc(N5CCN(S(C)(=O)=O)CC5)cc4)cc23)C1, predict the reactants needed to synthesize it. The reactants are: CC(C)(C)OC(=O)N1CCC[C@H](Nc2ncc(C#N)c3sc(-c4ccc(N5CCNCC5)cc4)cc23)C1.CS(=O)(=O)Cl. (2) Given the product CC(C)(C)OC(=O)NC(C(=O)c1ccc(OC2CCCCC2)cc1)c1ccc(Cl)cc1, predict the reactants needed to synthesize it. The reactants are: CC(C)(C)OC(=O)NC(C(=O)c1ccc(O)cc1)c1ccc(Cl)cc1.OC1CCCCC1. (3) Given the product Cc1ccc(NC(=O)c2ccc(CN(C)C)c(Br)c2)cc1Nc1nccc(-c2cccnc2)n1, predict the reactants needed to synthesize it. The reactants are: CN(C)Cc1ccc(C(=O)Cl)cc1Br.Cc1ccc(N)cc1Nc1nccc(-c2cccnc2)n1. (4) Given the product C[C@@H]1CNCc2cc3ccc(C(F)(F)F)cc3n21, predict the reactants needed to synthesize it. The reactants are: C[C@@H]1CNC(=O)c2cc3ccc(C(F)(F)F)cc3n21. (5) Given the product COc1cc2c(Nc3cccc4c(Cl)c[nH]c34)ncnc2cc1OCC(O)CN1CCOCC1, predict the reactants needed to synthesize it. The reactants are: COc1cc2c(Nc3cccc4c(Cl)c[nH]c34)ncnc2cc1OCC(CN1CCOCC1)OC(C)=O. (6) Given the product CC(=O)c1cn(CC(=O)OC(C)(C)C)c2ccc(O)cc12, predict the reactants needed to synthesize it. The reactants are: CC(=O)c1cn(CC(=O)OC(C)(C)C)c2ccc(OCc3ccccc3)cc12. (7) Given the product COc1cccc2c1CC[C@@H]1NC(=O)C[C@H]21, predict the reactants needed to synthesize it. The reactants are: COc1cccc2c1CCC1=C2CC(=O)N1. (8) Given the product Cc1nc(N2CCN(Cc3ccncc3)C2=O)sc1C(=O)O, predict the reactants needed to synthesize it. The reactants are: CCOC(=O)c1sc(N2CCN(Cc3ccncc3)C2=O)nc1C.